This data is from Forward reaction prediction with 1.9M reactions from USPTO patents (1976-2016). The task is: Predict the product of the given reaction. Given the reactants [CH:1]1([C:4]2[NH:8][C:7]3[CH:9]=[C:10]([C:14]4[C:15]([CH3:20])=[N:16][O:17][C:18]=4[CH3:19])[CH:11]=[C:12](I)[C:6]=3[N:5]=2)[CH2:3][CH2:2]1.[C:21]1(B(O)O)[CH:26]=[CH:25][CH:24]=[CH:23][CH:22]=1, predict the reaction product. The product is: [CH:1]1([C:4]2[NH:8][C:7]3[CH:9]=[C:10]([C:14]4[C:15]([CH3:20])=[N:16][O:17][C:18]=4[CH3:19])[CH:11]=[C:12]([C:21]4[CH:26]=[CH:25][CH:24]=[CH:23][CH:22]=4)[C:6]=3[N:5]=2)[CH2:3][CH2:2]1.